Dataset: Full USPTO retrosynthesis dataset with 1.9M reactions from patents (1976-2016). Task: Predict the reactants needed to synthesize the given product. Given the product [CH3:27][O:26][C:22]1[CH:21]=[C:17]([CH:16]=[C:15]([O:14][CH3:13])[C:23]=1[O:24][CH3:25])[C:18]([N:3]1[C:4]2[C:9](=[CH:8][CH:7]=[CH:6][CH:5]=2)[CH:10]([OH:12])[CH2:11][CH:2]1[CH3:1])=[O:19], predict the reactants needed to synthesize it. The reactants are: [CH3:1][CH:2]1[CH2:11][CH:10]([OH:12])[C:9]2[C:4](=[CH:5][CH:6]=[CH:7][CH:8]=2)[NH:3]1.[CH3:13][O:14][C:15]1[CH:16]=[C:17]([CH:21]=[C:22]([O:26][CH3:27])[C:23]=1[O:24][CH3:25])[C:18](O)=[O:19].